This data is from Full USPTO retrosynthesis dataset with 1.9M reactions from patents (1976-2016). The task is: Predict the reactants needed to synthesize the given product. Given the product [C:26]([C:34]1[CH:35]=[CH:36][C:37]([CH2:38][NH:39][C:22]([C:16]2[CH:15]=[C:14]3[C:19]([C:20](=[O:21])[N:11]([C:6]4[N:7]=[C:8]([O:9][CH3:10])[C:3]([O:2][CH3:1])=[CH:4][N:5]=4)[C:12](=[S:25])[NH:13]3)=[CH:18][CH:17]=2)=[O:23])=[CH:40][CH:41]=1)(=[O:33])[C:27]1[CH:28]=[CH:29][CH:30]=[CH:31][CH:32]=1, predict the reactants needed to synthesize it. The reactants are: [CH3:1][O:2][C:3]1[CH:4]=[N:5][C:6]([N:11]2[C:20](=[O:21])[C:19]3[C:14](=[CH:15][C:16]([C:22](O)=[O:23])=[CH:17][CH:18]=3)[NH:13][C:12]2=[S:25])=[N:7][C:8]=1[O:9][CH3:10].[C:26]([C:34]1[CH:41]=[CH:40][C:37]([CH2:38][NH2:39])=[CH:36][CH:35]=1)(=[O:33])[C:27]1[CH:32]=[CH:31][CH:30]=[CH:29][CH:28]=1.CCN(C(C)C)C(C)C.CN(C(ON1N=NC2C=CC=NC1=2)=[N+](C)C)C.F[P-](F)(F)(F)(F)F.